This data is from Experimentally validated miRNA-target interactions with 360,000+ pairs, plus equal number of negative samples. The task is: Binary Classification. Given a miRNA mature sequence and a target amino acid sequence, predict their likelihood of interaction. (1) The miRNA is hsa-miR-558 with sequence UGAGCUGCUGUACCAAAAU. The protein sequence of the target gene is MGKKTKRTADSSSSEDEEEYVVEKVLDRRMVKGQVEYLLKWKGFSEEHNTWEPEKNLDCPELISEFMKKYKKMKEGENNKPREKSEGNKRKSSFSNSADDIKSKKKREQSNDIARGFERGLEPEKIIGATDSCGDLMFLMKWKDTDEADLVLAKEANVKCPQIVIAFYEERLTWHAYPEDAENKEKESAKS. Result: 0 (no interaction). (2) The protein sequence of the target gene is MPSETHAMLATLARVAALRRTCLFSGRGGGRGLWTGRPQSDMNNIKPLEGVKILDLTRVLAGPFATMNLGDLGAEVIKVERPGAGDDTRTWGPPFVGTESTYYLSVNRNKKSIAVNIKDPKGVKIIKELAAVCDVFVENYVPGKLSAMGLGYEDIDEIAPHIIYCSITGYGQTGPISQRAGYDAVASAVSGLMHITGPENGDPVRPGVAMTDLATGLYAYGAIMAGLIQKYKTGKGLFIDCNLLSSQVACLSHIAANYLIGQKEAKRWGTAHGSIVPYQAFKTKDGYIVVGAGNNQQFAT.... Result: 0 (no interaction). The miRNA is hsa-miR-3167 with sequence AGGAUUUCAGAAAUACUGGUGU. (3) The miRNA is dre-miR-214 with sequence ACAGCAGGCACAGACAGGCAG. Result: 0 (no interaction). The protein sequence of the target gene is MSFPKYKPSSLRTLPETLDPAEYNISPETRRAQAERLAIRAQLKREYLLQYNDPNRRGLIENPALLRWAYARTINVYPNFRPTPKNSLMGALCGFGPLIFIYYIIKTERDRKEKLIQEGKLDRTFHLSY.